From a dataset of NCI-60 drug combinations with 297,098 pairs across 59 cell lines. Regression. Given two drug SMILES strings and cell line genomic features, predict the synergy score measuring deviation from expected non-interaction effect. Cell line: K-562. Synergy scores: CSS=49.5, Synergy_ZIP=1.59, Synergy_Bliss=2.32, Synergy_Loewe=-0.0421, Synergy_HSA=5.87. Drug 1: C1=C(C(=O)NC(=O)N1)N(CCCl)CCCl. Drug 2: C1CC(C1)(C(=O)O)C(=O)O.[NH2-].[NH2-].[Pt+2].